This data is from TCR-epitope binding with 47,182 pairs between 192 epitopes and 23,139 TCRs. The task is: Binary Classification. Given a T-cell receptor sequence (or CDR3 region) and an epitope sequence, predict whether binding occurs between them. (1) The TCR CDR3 sequence is CASSQGQLNTGELFF. The epitope is LLLGIGILV. Result: 1 (the TCR binds to the epitope). (2) The epitope is RLRAEAQVK. The TCR CDR3 sequence is CASSQGLSYEQYF. Result: 1 (the TCR binds to the epitope).